Predict which catalyst facilitates the given reaction. From a dataset of Catalyst prediction with 721,799 reactions and 888 catalyst types from USPTO. (1) Reactant: C([O:3][C:4]([C:6]1[CH:10]=[CH:9][N:8]([CH2:11][CH2:12][F:13])[N:7]=1)=[O:5])C.[Li+].[OH-]. Product: [F:13][CH2:12][CH2:11][N:8]1[CH:9]=[CH:10][C:6]([C:4]([OH:5])=[O:3])=[N:7]1. The catalyst class is: 87. (2) Reactant: [OH:1][C:2]1([C:15]2[CH:16]=[N:17][C:18]([O:21][CH3:22])=[CH:19][CH:20]=2)[CH2:7][CH2:6][N:5](C(OC(C)(C)C)=O)[CH2:4][CH2:3]1.[ClH:23]. Product: [ClH:23].[ClH:23].[CH3:22][O:21][C:18]1[N:17]=[CH:16][C:15]([C:2]2([OH:1])[CH2:7][CH2:6][NH:5][CH2:4][CH2:3]2)=[CH:20][CH:19]=1. The catalyst class is: 13. (3) Product: [OH:29][CH2:28][C:27]([NH:26][C:8]([C:7]1[CH:6]=[CH:5][C:4]([C:3]([O:2][CH3:1])=[O:13])=[CH:12][CH:11]=1)=[O:10])([CH3:31])[CH3:30]. Reactant: [CH3:1][O:2][C:3](=[O:13])[C:4]1[CH:12]=[CH:11][C:7]([C:8]([O-:10])=O)=[CH:6][CH:5]=1.C(N1C=CN=C1)(N1C=CN=C1)=O.[NH2:26][C:27]([CH3:31])([CH3:30])[CH2:28][OH:29].CCCCCCC. The catalyst class is: 317. (4) Reactant: [CH3:1][O:2][C:3]([C:5]1[C:10]2[N:11]([CH3:14])[N:12]=[N:13][C:9]=2[C:8]([CH3:15])=[CH:7][CH:6]=1)=[O:4].BrN1C(=[O:22])CCC1=O.C(OOC(=O)C1C=CC=CC=1)(=O)C1C=CC=CC=1. Product: [CH3:1][O:2][C:3]([C:5]1[C:10]2[N:11]([CH3:14])[N:12]=[N:13][C:9]=2[C:8]([CH:15]=[O:22])=[CH:7][CH:6]=1)=[O:4]. The catalyst class is: 53. (5) Reactant: [C:1]([C:5]1[CH:10]=[CH:9][C:8]([C:11]2[N:15]([CH3:16])[N:14]=[C:13]([C:17](=O)[CH3:18])[C:12]=2[OH:20])=[CH:7][CH:6]=1)([CH3:4])([CH3:3])[CH3:2].[NH:21]([C:23]([C:25]1[CH:34]=[CH:33][C:28]([C:29]([O:31][CH3:32])=[O:30])=[C:27]([OH:35])[CH:26]=1)=[O:24])[NH2:22]. Product: [C:1]([C:5]1[CH:10]=[CH:9][C:8]([C:11]2[N:15]([CH3:16])[N:14]=[C:13]([C:17](=[N:22][NH:21][C:23]([C:25]3[CH:34]=[CH:33][C:28]([C:29]([O:31][CH3:32])=[O:30])=[C:27]([OH:35])[CH:26]=3)=[O:24])[CH3:18])[C:12]=2[OH:20])=[CH:7][CH:6]=1)([CH3:4])([CH3:3])[CH3:2]. The catalyst class is: 32.